From a dataset of Reaction yield outcomes from USPTO patents with 853,638 reactions. Predict the reaction yield, written as a fraction of the theoretical maximum amount of product (1.0 means a 100% yield; for example, 0.34 means a 34% yield). (1) The reactants are ClC1C=CC=CC=1NC(=O)NC1C=CC(C2SC(C3CCC(CC(O)=O)CC3)=NC=2)=CC=1.[CH3:33][C:34]1[O:38][C:37]([C:39]2[CH:44]=[CH:43][CH:42]=[CH:41][CH:40]=2)=[N:36][C:35]=1[C:45]([NH:47][C:48]1[CH:53]=[CH:52][C:51]([C:54]2[S:58][C:57]([CH:59]3[CH2:64][CH2:63][CH:62]([CH2:65][C:66]([O:68]CC)=[O:67])[CH2:61][CH2:60]3)=[N:56][CH:55]=2)=[CH:50][CH:49]=1)=[O:46]. No catalyst specified. The product is [CH3:33][C:34]1[O:38][C:37]([C:39]2[CH:44]=[CH:43][CH:42]=[CH:41][CH:40]=2)=[N:36][C:35]=1[C:45]([NH:47][C:48]1[CH:53]=[CH:52][C:51]([C:54]2[S:58][C:57]([CH:59]3[CH2:64][CH2:63][CH:62]([CH2:65][C:66]([OH:68])=[O:67])[CH2:61][CH2:60]3)=[N:56][CH:55]=2)=[CH:50][CH:49]=1)=[O:46]. The yield is 0.820. (2) The reactants are Cl[C:2]1[C:7]2[O:8][C:9]([C:11]([OH:13])=[O:12])=[CH:10][C:6]=2[C:5](=[O:14])[NH:4][N:3]=1.[CH3:15][O:16][C:17]1[CH:18]=[C:19](B(O)O)[CH:20]=[CH:21][C:22]=1[O:23][CH3:24].C(=O)([O-])[O-].[Na+].[Na+]. The catalyst is O1CCOCC1.O.C1C=CC([P]([Pd]([P](C2C=CC=CC=2)(C2C=CC=CC=2)C2C=CC=CC=2)([P](C2C=CC=CC=2)(C2C=CC=CC=2)C2C=CC=CC=2)[P](C2C=CC=CC=2)(C2C=CC=CC=2)C2C=CC=CC=2)(C2C=CC=CC=2)C2C=CC=CC=2)=CC=1. The product is [CH3:15][O:16][C:17]1[CH:18]=[C:19]([C:2]2[C:7]3[O:8][C:9]([C:11]([OH:13])=[O:12])=[CH:10][C:6]=3[C:5](=[O:14])[NH:4][N:3]=2)[CH:20]=[CH:21][C:22]=1[O:23][CH3:24]. The yield is 0.0700. (3) The reactants are Br[CH2:2][C:3]1[CH:15]=[CH:14][C:6]([C:7]([O:9][C:10]([CH3:13])([CH3:12])[CH3:11])=[O:8])=[CH:5][CH:4]=1.[NH:16]1[CH2:21][CH2:20][CH:19]([CH2:22][OH:23])[CH2:18][CH2:17]1.C([O-])([O-])=O.[K+].[K+]. The catalyst is C(#N)C. The product is [OH:23][CH2:22][CH:19]1[CH2:20][CH2:21][N:16]([CH2:2][C:3]2[CH:15]=[CH:14][C:6]([C:7]([O:9][C:10]([CH3:13])([CH3:12])[CH3:11])=[O:8])=[CH:5][CH:4]=2)[CH2:17][CH2:18]1. The yield is 0.950. (4) The reactants are [CH3:1][C:2]1[CH:21]=[CH:20][C:5]([C:6]([N:8]2[CH2:11][CH:10]([C:12]3[CH:19]=[CH:18][C:15]([C:16]#[N:17])=[CH:14][CH:13]=3)[CH2:9]2)=[O:7])=[CH:4][C:3]=1[C:22]1[NH:26][C:25]([CH:27]2[CH2:32][CH2:31][NH:30][CH2:29][CH2:28]2)=[N:24][C:23]=1[CH3:33].[CH:34](O)=O.C=O.O. The catalyst is C([O-])(O)=O.[Na+]. The product is [CH3:1][C:2]1[CH:21]=[CH:20][C:5]([C:6]([N:8]2[CH2:11][CH:10]([C:12]3[CH:13]=[CH:14][C:15]([C:16]#[N:17])=[CH:18][CH:19]=3)[CH2:9]2)=[O:7])=[CH:4][C:3]=1[C:22]1[NH:26][C:25]([CH:27]2[CH2:32][CH2:31][N:30]([CH3:34])[CH2:29][CH2:28]2)=[N:24][C:23]=1[CH3:33]. The yield is 0.300.